Dataset: NCI-60 drug combinations with 297,098 pairs across 59 cell lines. Task: Regression. Given two drug SMILES strings and cell line genomic features, predict the synergy score measuring deviation from expected non-interaction effect. (1) Drug 1: C1=CC(=C2C(=C1NCCNCCO)C(=O)C3=C(C=CC(=C3C2=O)O)O)NCCNCCO. Drug 2: CC1=C(C=C(C=C1)C(=O)NC2=CC(=CC(=C2)C(F)(F)F)N3C=C(N=C3)C)NC4=NC=CC(=N4)C5=CN=CC=C5. Cell line: MDA-MB-231. Synergy scores: CSS=38.0, Synergy_ZIP=-0.395, Synergy_Bliss=0.749, Synergy_Loewe=-9.37, Synergy_HSA=2.54. (2) Drug 1: CCC1(CC2CC(C3=C(CCN(C2)C1)C4=CC=CC=C4N3)(C5=C(C=C6C(=C5)C78CCN9C7C(C=CC9)(C(C(C8N6C)(C(=O)OC)O)OC(=O)C)CC)OC)C(=O)OC)O.OS(=O)(=O)O. Drug 2: C1=NC2=C(N=C(N=C2N1C3C(C(C(O3)CO)O)F)Cl)N. Cell line: OVCAR-5. Synergy scores: CSS=1.12, Synergy_ZIP=0.206, Synergy_Bliss=1.91, Synergy_Loewe=-1.85, Synergy_HSA=0.175. (3) Drug 1: C1=NC(=NC(=O)N1C2C(C(C(O2)CO)O)O)N. Drug 2: CC12CCC3C(C1CCC2O)C(CC4=C3C=CC(=C4)O)CCCCCCCCCS(=O)CCCC(C(F)(F)F)(F)F. Cell line: MCF7. Synergy scores: CSS=20.9, Synergy_ZIP=1.17, Synergy_Bliss=0.630, Synergy_Loewe=-8.21, Synergy_HSA=2.17. (4) Drug 1: CC1OCC2C(O1)C(C(C(O2)OC3C4COC(=O)C4C(C5=CC6=C(C=C35)OCO6)C7=CC(=C(C(=C7)OC)O)OC)O)O. Cell line: UACC-257. Synergy scores: CSS=4.04, Synergy_ZIP=2.62, Synergy_Bliss=5.97, Synergy_Loewe=-4.08, Synergy_HSA=1.34. Drug 2: CN1C(=O)N2C=NC(=C2N=N1)C(=O)N. (5) Drug 1: C1=CC(=CC=C1CCC2=CNC3=C2C(=O)NC(=N3)N)C(=O)NC(CCC(=O)O)C(=O)O. Drug 2: CC1=C2C(C(=O)C3(C(CC4C(C3C(C(C2(C)C)(CC1OC(=O)C(C(C5=CC=CC=C5)NC(=O)OC(C)(C)C)O)O)OC(=O)C6=CC=CC=C6)(CO4)OC(=O)C)O)C)O. Cell line: SR. Synergy scores: CSS=67.2, Synergy_ZIP=-1.43, Synergy_Bliss=-2.38, Synergy_Loewe=-2.98, Synergy_HSA=0.415. (6) Drug 1: CCC1(CC2CC(C3=C(CCN(C2)C1)C4=CC=CC=C4N3)(C5=C(C=C6C(=C5)C78CCN9C7C(C=CC9)(C(C(C8N6C)(C(=O)OC)O)OC(=O)C)CC)OC)C(=O)OC)O.OS(=O)(=O)O. Drug 2: CN(C(=O)NC(C=O)C(C(C(CO)O)O)O)N=O. Cell line: SNB-75. Synergy scores: CSS=1.28, Synergy_ZIP=-3.13, Synergy_Bliss=-4.18, Synergy_Loewe=-7.57, Synergy_HSA=-3.48. (7) Drug 1: CC12CCC3C(C1CCC2O)C(CC4=C3C=CC(=C4)O)CCCCCCCCCS(=O)CCCC(C(F)(F)F)(F)F. Drug 2: CC1=C2C(C(=O)C3(C(CC4C(C3C(C(C2(C)C)(CC1OC(=O)C(C(C5=CC=CC=C5)NC(=O)OC(C)(C)C)O)O)OC(=O)C6=CC=CC=C6)(CO4)OC(=O)C)O)C)O. Cell line: NCI-H460. Synergy scores: CSS=-1.90, Synergy_ZIP=6.00, Synergy_Bliss=2.22, Synergy_Loewe=-0.173, Synergy_HSA=0.427.